This data is from Forward reaction prediction with 1.9M reactions from USPTO patents (1976-2016). The task is: Predict the product of the given reaction. (1) Given the reactants C(OC([N:8]1[CH2:20][CH2:19][C:18]2[C:17]3[C:12](=[CH:13][C:14]([Br:21])=[CH:15][CH:16]=3)[N:11]([CH3:22])[C:10]=2[CH2:9]1)=O)(C)(C)C.FC(F)(F)C(O)=O, predict the reaction product. The product is: [Br:21][C:14]1[CH:13]=[C:12]2[C:17]([C:18]3[CH2:19][CH2:20][NH:8][CH2:9][C:10]=3[N:11]2[CH3:22])=[CH:16][CH:15]=1. (2) Given the reactants [NH:1]1[C:9]2[C:4](=[CH:5][CH:6]=[CH:7][CH:8]=2)[CH:3]=[N:2]1.C1N=CN([C:15](N2C=NC=C2)=[O:16])C=1.[NH2:22][C:23]1[S:24][C:25]([N+:28]([O-:30])=[O:29])=[CH:26][N:27]=1, predict the reaction product. The product is: [N+:28]([C:25]1[S:24][C:23]([NH:22][C:15]([C:3]2[C:4]3[C:9](=[CH:8][CH:7]=[CH:6][CH:5]=3)[NH:1][N:2]=2)=[O:16])=[N:27][CH:26]=1)([O-:30])=[O:29].